Dataset: Forward reaction prediction with 1.9M reactions from USPTO patents (1976-2016). Task: Predict the product of the given reaction. Given the reactants C([O:3][C:4]([C:6]1[N:10]2[N:11]=[CH:12][C:13]([C:29]#[N:30])=[C:14]([NH:15][C:16]3[CH:21]=[CH:20][C:19]([O:22][C:23]4[CH:28]=[CH:27][CH:26]=[CH:25][CH:24]=4)=[CH:18][CH:17]=3)[C:9]2=[CH:8][CH:7]=1)=[O:5])C.[OH-].[Na+].Cl, predict the reaction product. The product is: [C:29]([C:13]1[CH:12]=[N:11][N:10]2[C:6]([C:4]([OH:5])=[O:3])=[CH:7][CH:8]=[C:9]2[C:14]=1[NH:15][C:16]1[CH:21]=[CH:20][C:19]([O:22][C:23]2[CH:28]=[CH:27][CH:26]=[CH:25][CH:24]=2)=[CH:18][CH:17]=1)#[N:30].